Dataset: Reaction yield outcomes from USPTO patents with 853,638 reactions. Task: Predict the reaction yield, written as a fraction of the theoretical maximum amount of product (1.0 means a 100% yield; for example, 0.34 means a 34% yield). (1) The product is [F:35][C:36]1[C:44]2[C:40](=[N:41][N:42]([CH2:2][C:3]([C@@H:5]3[C@:21]4([CH3:22])[C@H:8]([C@H:9]5[C@H:18]([CH2:19][CH2:20]4)[C@:17]4([CH2:23][O:24][CH2:25][CH3:26])[C@H:12]([CH2:13][C@@:14]([OH:28])([CH3:27])[CH2:15][CH2:16]4)[CH2:11][CH2:10]5)[CH2:7][CH2:6]3)=[O:4])[N:43]=2)[CH:39]=[CH:38][C:37]=1[F:45]. The reactants are Br[CH2:2][C:3]([C@@H:5]1[C@:21]2([CH3:22])[C@H:8]([C@H:9]3[C@H:18]([CH2:19][CH2:20]2)[C@:17]2([CH2:23][O:24][CH2:25][CH3:26])[C@H:12]([CH2:13][C@@:14]([OH:28])([CH3:27])[CH2:15][CH2:16]2)[CH2:11][CH2:10]3)[CH2:7][CH2:6]1)=[O:4].C(=O)([O-])[O-].[K+].[K+].[F:35][C:36]1[C:44]2[C:40](=[N:41][NH:42][N:43]=2)[CH:39]=[CH:38][C:37]=1[F:45]. The catalyst is CC(C)=O. The yield is 0.0928. (2) The reactants are Cl[C:2]([O:4][CH2:5][Cl:6])=[O:3].Cl.[CH2:8]([O:15][C:16](=[O:20])[C@H:17]([CH3:19])[NH2:18])[C:9]1[CH:14]=[CH:13][CH:12]=[CH:11][CH:10]=1.CCN(CC)CC. The catalyst is C(Cl)Cl. The product is [CH2:8]([O:15][C:16](=[O:20])[C@@H:17]([NH:18][C:2]([O:4][CH2:5][Cl:6])=[O:3])[CH3:19])[C:9]1[CH:14]=[CH:13][CH:12]=[CH:11][CH:10]=1. The yield is 0.910. (3) The product is [CH3:3][O:4][C:5]1[C:10]([O:11][CH3:12])=[C:9]([OH:13])[C:8]([CH3:14])=[CH:7][C:6]=1[OH:15]. The yield is 0.880. The catalyst is O.CCOCC.CO. The reactants are [BH4-].[Na+].[CH3:3][O:4][C:5]1[C:6](=[O:15])[CH:7]=[C:8]([CH3:14])[C:9](=[O:13])[C:10]=1[O:11][CH3:12]. (4) The reactants are [CH2:1]([N:8]1[C:16]2[C:11](=[CH:12][C:13]([C:17]([OH:26])([C:22]([F:25])([F:24])[F:23])[C:18]([F:21])([F:20])[F:19])=[CH:14][CH:15]=2)[CH:10]=C1)[C:2]1[CH:7]=[CH:6][CH:5]=[CH:4][CH:3]=1.C1C(=O)N([Cl:34])C(=O)C1.[CH2:35]([Cl:37])Cl. No catalyst specified. The product is [CH2:1]([N:8]1[C:16]2[C:11](=[CH:12][C:13]([C:17]([OH:26])([C:22]([F:25])([F:24])[F:23])[C:18]([F:21])([F:20])[F:19])=[CH:14][CH:15]=2)[C:10]([Cl:34])=[C:35]1[Cl:37])[C:2]1[CH:7]=[CH:6][CH:5]=[CH:4][CH:3]=1. The yield is 0.210.